Dataset: Reaction yield outcomes from USPTO patents with 853,638 reactions. Task: Predict the reaction yield, written as a fraction of the theoretical maximum amount of product (1.0 means a 100% yield; for example, 0.34 means a 34% yield). (1) The reactants are Br[C:2]1[N:3]([C:22]2[C:31]3[C:26](=[CH:27][CH:28]=[CH:29][CH:30]=3)[C:25]([CH:32]3CC3)=[CH:24][CH:23]=2)[C:4]([S:7]CC(NC2C=CC(C(O)=O)=CC=2Cl)=O)=[N:5][N:6]=1.Cl.NNC(N)=N.C([N:44](C(C)C)CC)(C)C.CN(C)[CH:52]=[O:53]. No catalyst specified. The product is [NH2:44][C:2]1[N:3]([C:22]2[C:27]3[C:26](=[CH:31][CH:30]=[C:29]([O:53][CH3:52])[CH:28]=3)[C:25]([CH3:32])=[CH:24][CH:23]=2)[C:4]([SH:7])=[N:5][N:6]=1. The yield is 0.910. (2) The reactants are [NH:1]1[CH2:6][CH2:5][CH:4]([CH2:7][CH2:8][C:9]([N:11]2[CH2:16][CH2:15][CH2:14][C@@H:13]([C:17]([NH:19][CH2:20][C@H:21]([NH:25][C:26](=[O:41])[C:27]3[CH:32]=[CH:31][C:30]([O:33]CC4C=CC=CC=4)=[CH:29][CH:28]=3)[C:22]([OH:24])=[O:23])=[O:18])[CH2:12]2)=[O:10])[CH2:3][CH2:2]1.[H][H]. The catalyst is CO.[Pd]. The product is [NH:1]1[CH2:6][CH2:5][CH:4]([CH2:7][CH2:8][C:9]([N:11]2[CH2:16][CH2:15][CH2:14][C@@H:13]([C:17]([NH:19][CH2:20][C@H:21]([NH:25][C:26](=[O:41])[C:27]3[CH:28]=[CH:29][C:30]([OH:33])=[CH:31][CH:32]=3)[C:22]([OH:24])=[O:23])=[O:18])[CH2:12]2)=[O:10])[CH2:3][CH2:2]1. The yield is 0.941. (3) The reactants are [H-].[Na+].[I:3][C:4]1[CH:5]=[N:6][NH:7][CH:8]=1.I[CH:10]([CH3:12])[CH3:11]. The catalyst is CN(C=O)C. The product is [I:3][C:4]1[CH:5]=[N:6][N:7]([CH:10]([CH3:12])[CH3:11])[CH:8]=1. The yield is 0.660. (4) The reactants are [CH3:1][C:2]1[S:3][CH:4]=[C:5]([C:7]2[S:11][C:10]([S:12](Cl)(=[O:14])=[O:13])=[CH:9][CH:8]=2)[N:6]=1.[NH:16]1[C:20]([C:21]2[CH:22]=[C:23]([NH2:27])[CH:24]=[CH:25][CH:26]=2)=[N:19][N:18]=[N:17]1. No catalyst specified. The product is [CH3:1][C:2]1[S:3][CH:4]=[C:5]([C:7]2[S:11][C:10]([S:12]([NH:27][C:23]3[CH:24]=[CH:25][CH:26]=[C:21]([C:20]4[NH:19][N:18]=[N:17][N:16]=4)[CH:22]=3)(=[O:14])=[O:13])=[CH:9][CH:8]=2)[N:6]=1. The yield is 0.260. (5) The reactants are [Na].Cl.[N:3]1[CH:8]=[CH:7][C:6]([CH2:9][C:10]#[N:11])=[CH:5][CH:4]=1.[F:12][C:13]1[CH:14]=[C:15]([CH:18]=[CH:19][CH:20]=1)[CH:16]=O. The catalyst is C(O)C. The product is [F:12][C:13]1[CH:14]=[C:15](/[CH:16]=[C:9](\[C:6]2[CH:7]=[CH:8][N:3]=[CH:4][CH:5]=2)/[C:10]#[N:11])[CH:18]=[CH:19][CH:20]=1. The yield is 0.560. (6) The reactants are [N:1]1([C:7]2[C:8]3[O:28][C:27]([CH2:29][N:30]4[CH2:33][CH:32]([N:34]5[CH2:39][CH2:38][O:37][CH2:36][CH2:35]5)[CH2:31]4)=[CH:26][C:9]=3[N:10]=[C:11]([Sn](CCCC)(CCCC)CCCC)[N:12]=2)[CH2:6][CH2:5][O:4][CH2:3][CH2:2]1.Br[C:41]1[N:46]2[CH:47]=[CH:48][N:49]=[C:45]2[CH:44]=[CH:43][CH:42]=1. The catalyst is O1CCOCC1.C1C=CC([P]([Pd]([P](C2C=CC=CC=2)(C2C=CC=CC=2)C2C=CC=CC=2)([P](C2C=CC=CC=2)(C2C=CC=CC=2)C2C=CC=CC=2)[P](C2C=CC=CC=2)(C2C=CC=CC=2)C2C=CC=CC=2)(C2C=CC=CC=2)C2C=CC=CC=2)=CC=1.C1C=C(C([O-])=O)SC=1.[Cu+]. The product is [N:49]1[CH:48]=[CH:47][N:46]2[C:41]([C:11]3[N:12]=[C:7]([N:1]4[CH2:2][CH2:3][O:4][CH2:5][CH2:6]4)[C:8]4[O:28][C:27]([CH2:29][N:30]5[CH2:31][CH:32]([N:34]6[CH2:39][CH2:38][O:37][CH2:36][CH2:35]6)[CH2:33]5)=[CH:26][C:9]=4[N:10]=3)=[CH:42][CH:43]=[CH:44][C:45]=12. The yield is 0.470. (7) The reactants are [CH3:1][N:2]1[CH:6]=[CH:5][N:4]=[C:3]1[CH2:7][OH:8].[Br:9]N1C(=O)CCC1=O. The catalyst is C1COCC1. The product is [Br:9][C:6]1[N:2]([CH3:1])[C:3]([CH2:7][OH:8])=[N:4][CH:5]=1. The yield is 0.670. (8) The reactants are [CH3:1][O:2][C:3]1[CH:24]=[CH:23][C:6]([CH2:7][N:8]2[CH2:17][CH2:16][C:15]3[C:10](=[CH:11][CH:12]=[C:13]([CH2:18][C:19]([NH2:21])=O)[CH:14]=3)[C:9]2=[O:22])=[CH:5][CH:4]=1.N1C(Cl)=NC(Cl)=NC=1Cl. The catalyst is C1COCC1.CN(C=O)C. The product is [CH3:1][O:2][C:3]1[CH:24]=[CH:23][C:6]([CH2:7][N:8]2[CH2:17][CH2:16][C:15]3[C:10](=[CH:11][CH:12]=[C:13]([CH2:18][C:19]#[N:21])[CH:14]=3)[C:9]2=[O:22])=[CH:5][CH:4]=1. The yield is 0.980. (9) The reactants are [Cl:1][C:2]1[CH:3]=[C:4]([C:8]2[O:12][N:11]=[CH:10][C:9]=2[CH2:13][CH2:14][C:15]([OH:17])=[O:16])[CH:5]=[CH:6][CH:7]=1.S(=O)(=O)(O)O.[CH3:23]O. No catalyst specified. The product is [Cl:1][C:2]1[CH:3]=[C:4]([C:8]2[O:12][N:11]=[CH:10][C:9]=2[CH2:13][CH2:14][C:15]([O:17][CH3:23])=[O:16])[CH:5]=[CH:6][CH:7]=1. The yield is 0.930.